The task is: Regression. Given a peptide amino acid sequence and an MHC pseudo amino acid sequence, predict their binding affinity value. This is MHC class II binding data.. This data is from Peptide-MHC class II binding affinity with 134,281 pairs from IEDB. (1) The MHC is DRB1_0802 with pseudo-sequence DRB1_0802. The binding affinity (normalized) is 0.315. The peptide sequence is CGRRHSVRIRVRSGG. (2) The binding affinity (normalized) is 0.195. The peptide sequence is YFRNEQSIPPLIKKY. The MHC is HLA-DQA10101-DQB10501 with pseudo-sequence HLA-DQA10101-DQB10501.